Predict the product of the given reaction. From a dataset of Forward reaction prediction with 1.9M reactions from USPTO patents (1976-2016). Given the reactants [F:1][C:2]1[C:3]([O:28]COCC[Si](C)(C)C)=[CH:4][C:5]([CH2:23][C:24]([F:27])([F:26])[F:25])=[C:6]([C:8]2[N:13]=[CH:12][C:11]3[CH:14]=[N:15][N:16](C4CCCCO4)[C:10]=3[CH:9]=2)[CH:7]=1, predict the reaction product. The product is: [F:1][C:2]1[CH:7]=[C:6]([C:8]2[N:13]=[CH:12][C:11]3[CH:14]=[N:15][NH:16][C:10]=3[CH:9]=2)[C:5]([CH2:23][C:24]([F:27])([F:25])[F:26])=[CH:4][C:3]=1[OH:28].